Predict the reactants needed to synthesize the given product. From a dataset of Full USPTO retrosynthesis dataset with 1.9M reactions from patents (1976-2016). (1) Given the product [O:2]=[C:3]1[C:8]([C:9]2[CH:18]=[CH:17][C:12]([C:13]([OH:15])=[O:14])=[CH:11][CH:10]=2)=[CH:7][CH:6]=[CH:5][O:4]1, predict the reactants needed to synthesize it. The reactants are: Cl.[O:2]=[C:3]1[C:8]([C:9]2[CH:18]=[CH:17][C:12]([C:13]([O:15]C)=[O:14])=[CH:11][CH:10]=2)=[CH:7][CH:6]=[CH:5][O:4]1. (2) Given the product [Cl:8][C:5]1[CH:6]=[CH:7][C:2]([C@H:24]([NH:23][S@@:21]([C:18]([CH3:20])([CH3:19])[CH3:17])=[O:22])[CH2:25][CH3:26])=[C:3]([CH2:9][O:10][CH3:11])[CH:4]=1.[Cl:8][C:5]1[CH:6]=[CH:7][C:2]([C@@H:24]([NH:23][S@@:21]([C:18]([CH3:20])([CH3:19])[CH3:17])=[O:22])[CH2:25][CH3:26])=[C:3]([CH2:9][O:10][CH3:11])[CH:4]=1, predict the reactants needed to synthesize it. The reactants are: Br[C:2]1[CH:7]=[CH:6][C:5]([Cl:8])=[CH:4][C:3]=1[CH2:9][O:10][CH3:11].[Li]CCCC.[CH3:17][C:18]([S@:21](/[N:23]=[CH:24]/[CH2:25][CH3:26])=[O:22])([CH3:20])[CH3:19].C(OCC)(=O)C.